This data is from Full USPTO retrosynthesis dataset with 1.9M reactions from patents (1976-2016). The task is: Predict the reactants needed to synthesize the given product. (1) Given the product [CH2:19]([O:18][C:16](=[O:17])[CH2:15][C:12]1[CH:13]=[CH:14][C:9]([C:5]2[O:6][C:7]([CH3:8])=[C:3]([CH2:2][O:21][C:22]3[CH:26]=[C:25]([C:27]([O:29][CH3:30])=[O:28])[O:24][N:23]=3)[N:4]=2)=[CH:10][CH:11]=1)[CH3:20], predict the reactants needed to synthesize it. The reactants are: Cl[CH2:2][C:3]1[N:4]=[C:5]([C:9]2[CH:14]=[CH:13][C:12]([CH2:15][C:16]([O:18][CH2:19][CH3:20])=[O:17])=[CH:11][CH:10]=2)[O:6][C:7]=1[CH3:8].[OH:21][C:22]1[CH:26]=[C:25]([C:27]([O:29][CH3:30])=[O:28])[O:24][N:23]=1.C(=O)([O-])[O-].[K+].[K+].CN(C)C=O. (2) Given the product [Cl:13][C:14]1[CH:19]=[CH:18][C:17]([NH:20][C:21](=[O:28])[CH2:22][O:23][CH2:24][C:25]([NH:9][C:8]2[CH:10]=[CH:11][CH:12]=[C:6]([C:5]3[O:1][N:2]=[CH:3][CH:4]=3)[CH:7]=2)=[O:26])=[C:16]([CH:15]=1)[C:29]([OH:31])=[O:30], predict the reactants needed to synthesize it. The reactants are: [O:1]1[C:5]([C:6]2[CH:7]=[C:8]([CH:10]=[CH:11][CH:12]=2)[NH2:9])=[CH:4][CH:3]=[N:2]1.[Cl:13][C:14]1[CH:19]=[CH:18][C:17]([NH:20][C:21](=[O:28])[CH2:22][O:23][CH2:24][C:25](O)=[O:26])=[C:16]([C:29]([O:31]C)=[O:30])[CH:15]=1. (3) Given the product [Br:1][C:2]1[C:3]([O:10][CH3:11])=[C:4]([CH2:8][N:23]2[C:12](=[O:22])[C:13]3[C:14](=[CH:18][CH:19]=[CH:20][CH:21]=3)[C:15]2=[O:16])[CH:5]=[CH:6][CH:7]=1, predict the reactants needed to synthesize it. The reactants are: [Br:1][C:2]1[CH:7]=[CH:6][CH:5]=[C:4]([CH2:8]Br)[C:3]=1[O:10][CH3:11].[C:12]([NH2:23])(=[O:22])[C:13]1[C:14](=[CH:18][CH:19]=[CH:20][CH:21]=1)[C:15](N)=[O:16].[K]. (4) Given the product [Br:1][C:2]1[CH:3]=[C:4]([S:8][CH2:14][CH:15]([CH2:19][CH2:20][CH3:21])[CH2:16][CH2:17][CH3:18])[CH:5]=[CH:6][CH:7]=1, predict the reactants needed to synthesize it. The reactants are: [Br:1][C:2]1[CH:3]=[C:4]([SH:8])[CH:5]=[CH:6][CH:7]=1.CS(O[CH2:14][CH:15]([CH2:19][CH2:20][CH3:21])[CH2:16][CH2:17][CH3:18])(=O)=O. (5) Given the product [C:3]1([C:2](=[C:9]2[CH2:14][CH2:13][N:12]([C:15](=[O:31])[C:16]([C:18]3[C:26]4[C:21](=[C:22]([O:29][CH3:30])[N:23]=[CH:24][C:25]=4[O:27][CH3:28])[NH:20][CH:19]=3)=[O:17])[CH2:11][CH2:10]2)[C:37]#[C:36][Si:33]([CH3:35])([CH3:34])[CH3:32])[CH:8]=[CH:7][CH:6]=[CH:5][CH:4]=1, predict the reactants needed to synthesize it. The reactants are: Br[C:2](=[C:9]1[CH2:14][CH2:13][N:12]([C:15](=[O:31])[C:16]([C:18]2[C:26]3[C:21](=[C:22]([O:29][CH3:30])[N:23]=[CH:24][C:25]=3[O:27][CH3:28])[NH:20][CH:19]=2)=[O:17])[CH2:11][CH2:10]1)[C:3]1[CH:8]=[CH:7][CH:6]=[CH:5][CH:4]=1.[CH3:32][Si:33]([C:36]#[CH:37])([CH3:35])[CH3:34]. (6) Given the product [CH3:11][C:10]([CH3:13])([CH3:12])[CH2:9][C:7]1[N:8]=[C:3]([CH2:2][O:23][C:24]2[C:25]([CH3:37])=[C:26]([CH2:30][CH2:31][C:32]([O:34][CH2:35][CH3:36])=[O:33])[CH:27]=[CH:28][CH:29]=2)[CH:4]=[CH:5][C:6]=1[C:14]1[CH:19]=[C:18]([O:20][CH3:21])[CH:17]=[CH:16][C:15]=1[F:22], predict the reactants needed to synthesize it. The reactants are: Cl[CH2:2][C:3]1[N:8]=[C:7]([CH2:9][C:10]([CH3:13])([CH3:12])[CH3:11])[C:6]([C:14]2[CH:19]=[C:18]([O:20][CH3:21])[CH:17]=[CH:16][C:15]=2[F:22])=[CH:5][CH:4]=1.[OH:23][C:24]1[C:25]([CH3:37])=[C:26]([CH2:30][CH2:31][C:32]([O:34][CH2:35][CH3:36])=[O:33])[CH:27]=[CH:28][CH:29]=1.C(=O)([O-])[O-].[Cs+].[Cs+].C(OCC)(=O)C. (7) Given the product [CH3:22][O:23][C:24]1[CH:25]=[C:26]([C:2]2[C:3]([CH3:21])=[N:4][CH:5]=[C:6]([C:9]=2[NH:10][C:11]2[CH:12]=[C:13]3[C:17](=[CH:18][CH:19]=2)[NH:16][C:15]([CH3:20])=[CH:14]3)[C:7]#[N:8])[CH:27]=[CH:28][C:29]=1[O:30][CH3:31], predict the reactants needed to synthesize it. The reactants are: I[C:2]1[C:3]([CH3:21])=[N:4][CH:5]=[C:6]([C:9]=1[NH:10][C:11]1[CH:12]=[C:13]2[C:17](=[CH:18][CH:19]=1)[NH:16][C:15]([CH3:20])=[CH:14]2)[C:7]#[N:8].[CH3:22][O:23][C:24]1[CH:25]=[C:26](B(O)O)[CH:27]=[CH:28][C:29]=1[O:30][CH3:31].COC1C=C(C2C(C)=NC=C(C=2NC2C=C3C(C=CN3)=CC=2)C#N)C=CC=1OC.C(#N)C.